Dataset: Forward reaction prediction with 1.9M reactions from USPTO patents (1976-2016). Task: Predict the product of the given reaction. Given the reactants Cl[CH2:2][CH2:3][CH2:4][CH2:5][C:6]1([CH2:17][CH3:18])[C:14]2[C:9](=[CH:10][C:11]([F:15])=[CH:12][CH:13]=2)[NH:8][C:7]1=[O:16].[Cl:19][C:20]1[CH:25]=[CH:24][C:23]([N:26]2[CH2:31][CH2:30][NH:29][CH2:28][CH2:27]2)=[CH:22][CH:21]=1, predict the reaction product. The product is: [Cl:19][C:20]1[CH:21]=[CH:22][C:23]([N:26]2[CH2:31][CH2:30][N:29]([CH2:2][CH2:3][CH2:4][CH2:5][C:6]3([CH2:17][CH3:18])[C:14]4[C:9](=[CH:10][C:11]([F:15])=[CH:12][CH:13]=4)[NH:8][C:7]3=[O:16])[CH2:28][CH2:27]2)=[CH:24][CH:25]=1.